From a dataset of Experimentally validated miRNA-target interactions with 360,000+ pairs, plus equal number of negative samples. Binary Classification. Given a miRNA mature sequence and a target amino acid sequence, predict their likelihood of interaction. (1) The miRNA is hsa-miR-34a-3p with sequence CAAUCAGCAAGUAUACUGCCCU. The protein sequence of the target gene is MLLGLAAMELKVWVDGIQRVVCGVSEQTTCQEVVIALAQAIGQTGRFVLVQRLREKERQLLPQECPVGAQATCGQFASDVQFVLRRTGPSLAGRPSSDSCPPPERCLIRASLPVKPRAALGCEPRKTLTPEPAPSLSRPGPAAPVTPTPGCCTDLRGLELRVQRNAEELGHEAFWEQELRREQAREREGQARLQALSAATAEHAARLQALDAQARALEAELQLAAEAPGPPSPMASATERLHQDLAVQERQSAEVQGSLALVSRALEAAERALQAQAQELEELNRELRQCNLQQFIQQTG.... Result: 0 (no interaction). (2) The miRNA is hsa-miR-1205 with sequence UCUGCAGGGUUUGCUUUGAG. The protein sequence of the target gene is MGRYRVRVVTGAWLFSGSLNLVRLWLVGEHREAKLELQLRPARGKEEEFDFDVPEDLGPLQFVKLHKQHTVVDDAWFCNLITVQGPGTSAEAVFPCYRWVQGEGILSLPEGTARLAGDNALDVFQKYREKELKERQQTYCWATWKEGLPQTIAADCKDDLPPNMRFHEEKRLDFEWTLKAGVLEMGLKRVYTLLRSWNHLEDFDQIFWGQKSALAEKVHQCWQEDELFGYQFLNGANPMLLRRSTSLPSRLVLPSGMEELQAQLEKELKNGSLFEADFILLDGIPANVIRGEPQYLAAPL.... Result: 0 (no interaction).